From a dataset of Reaction yield outcomes from USPTO patents with 853,638 reactions. Predict the reaction yield, written as a fraction of the theoretical maximum amount of product (1.0 means a 100% yield; for example, 0.34 means a 34% yield). The reactants are [Cl:1][C:2]1[CH:7]=[CH:6][C:5]([S:8][C:9]2[CH:14]=[CH:13][CH:12]=[CH:11][C:10]=2[F:15])=[CH:4][N:3]=1.ClC1C=C(C=CC=1)C(OO)=[O:21].[OH-].[Na+]. The catalyst is ClCCl. The product is [Cl:1][C:2]1[CH:7]=[CH:6][C:5]([S:8]([C:9]2[CH:14]=[CH:13][CH:12]=[CH:11][C:10]=2[F:15])=[O:21])=[CH:4][N:3]=1. The yield is 0.610.